Dataset: NCI-60 drug combinations with 297,098 pairs across 59 cell lines. Task: Regression. Given two drug SMILES strings and cell line genomic features, predict the synergy score measuring deviation from expected non-interaction effect. (1) Drug 1: CC12CCC(CC1=CCC3C2CCC4(C3CC=C4C5=CN=CC=C5)C)O. Drug 2: CN(CC1=CN=C2C(=N1)C(=NC(=N2)N)N)C3=CC=C(C=C3)C(=O)NC(CCC(=O)O)C(=O)O. Cell line: A498. Synergy scores: CSS=16.6, Synergy_ZIP=-8.06, Synergy_Bliss=-2.57, Synergy_Loewe=-33.3, Synergy_HSA=-4.20. (2) Drug 1: C1=CN(C(=O)N=C1N)C2C(C(C(O2)CO)O)O.Cl. Drug 2: CC1C(C(CC(O1)OC2CC(CC3=C2C(=C4C(=C3O)C(=O)C5=C(C4=O)C(=CC=C5)OC)O)(C(=O)CO)O)N)O.Cl. Cell line: SF-295. Synergy scores: CSS=27.5, Synergy_ZIP=-0.184, Synergy_Bliss=0.384, Synergy_Loewe=-17.9, Synergy_HSA=-0.284. (3) Drug 1: C1=C(C(=O)NC(=O)N1)N(CCCl)CCCl. Drug 2: CC1=C(C(CCC1)(C)C)C=CC(=CC=CC(=CC(=O)O)C)C. Cell line: OVCAR-8. Synergy scores: CSS=19.0, Synergy_ZIP=-4.95, Synergy_Bliss=0.102, Synergy_Loewe=-1.05, Synergy_HSA=0.755. (4) Drug 1: CC1=CC=C(C=C1)C2=CC(=NN2C3=CC=C(C=C3)S(=O)(=O)N)C(F)(F)F. Drug 2: CC12CCC3C(C1CCC2O)C(CC4=C3C=CC(=C4)O)CCCCCCCCCS(=O)CCCC(C(F)(F)F)(F)F. Cell line: EKVX. Synergy scores: CSS=-3.64, Synergy_ZIP=1.56, Synergy_Bliss=-1.07, Synergy_Loewe=-1.84, Synergy_HSA=-3.07.